Dataset: HIV replication inhibition screening data with 41,000+ compounds from the AIDS Antiviral Screen. Task: Binary Classification. Given a drug SMILES string, predict its activity (active/inactive) in a high-throughput screening assay against a specified biological target. (1) The molecule is CCOc1ccc(C2=NN(CC)C(=O)C(C3C(=O)N(c4ccccc4)N=C3C)C2)cc1. The result is 0 (inactive). (2) The drug is Clc1ccc(C2ON=C(c3ccccc3)N2C23CC4CC(CC(C4)C2)C3)cc1Cl. The result is 0 (inactive). (3) The drug is COC1C=COC2(C)Oc3c(C)c(O)c4c(O)c(cc(OCC(=O)N(C)C(C)C)c4c3C2=O)NC(=O)C(C)=CC=CC(C)C(O)C(C)C(O)C(C)C(OC(C)=O)C1C. The result is 0 (inactive). (4) The compound is COC(=O)C(NC(=O)OCc1ccccc1)(C(C)S(=O)c1ccc(C)cc1)C(F)(F)F. The result is 0 (inactive).